Dataset: Peptide-MHC class II binding affinity with 134,281 pairs from IEDB. Task: Regression. Given a peptide amino acid sequence and an MHC pseudo amino acid sequence, predict their binding affinity value. This is MHC class II binding data. (1) The peptide sequence is GHLQIVDKIDAAFKI. The MHC is DRB1_1501 with pseudo-sequence DRB1_1501. The binding affinity (normalized) is 0.451. (2) The peptide sequence is VQLIAAVPGKNVVNV. The MHC is HLA-DQA10501-DQB10302 with pseudo-sequence HLA-DQA10501-DQB10302. The binding affinity (normalized) is 0.404.